Dataset: Forward reaction prediction with 1.9M reactions from USPTO patents (1976-2016). Task: Predict the product of the given reaction. (1) Given the reactants [Cl:1][C:2]1[C:3]([O:12][C:13]2[CH:20]=[C:19]([O:21][CH2:22][CH2:23][O:24][CH3:25])[CH:18]=[CH:17][C:14]=2C=O)=[N:4][CH:5]=[C:6]([C:8]([F:11])([F:10])[F:9])[CH:7]=1.[CH2:26]([CH:28]([C:32](O)=O)[C:29]([OH:31])=[O:30])[CH3:27].N1CCCC1.Cl, predict the reaction product. The product is: [Cl:1][C:2]1[C:3]([O:12][C:13]2[CH:20]=[C:19]([O:21][CH2:22][CH2:23][O:24][CH3:25])[CH:18]=[CH:17][C:14]=2/[CH:32]=[C:28](\[CH2:26][CH3:27])/[C:29]([OH:31])=[O:30])=[N:4][CH:5]=[C:6]([C:8]([F:10])([F:9])[F:11])[CH:7]=1. (2) Given the reactants [F:1][C:2]1[CH:7]=[CH:6][C:5]([N+:8]([O-])=O)=[CH:4][C:3]=1[N:11]1[CH2:15][CH2:14][CH2:13][C:12]1=[O:16].[H][H], predict the reaction product. The product is: [NH2:8][C:5]1[CH:6]=[CH:7][C:2]([F:1])=[C:3]([N:11]2[CH2:15][CH2:14][CH2:13][C:12]2=[O:16])[CH:4]=1.